Dataset: Reaction yield outcomes from USPTO patents with 853,638 reactions. Task: Predict the reaction yield, written as a fraction of the theoretical maximum amount of product (1.0 means a 100% yield; for example, 0.34 means a 34% yield). (1) The reactants are [OH2:1].Cl.O[NH2:4].C(=O)([O-])[O-].[Na+].[Na+].[O:11]1[C:15]2([CH2:20][CH2:19][CH2:18][CH2:17][CH2:16]2)[O:14][CH2:13][C@@H:12]1[CH:21]=O. The catalyst is C1COCC1. The product is [O:11]1[C:15]2([CH2:20][CH2:19][CH2:18][CH2:17][CH2:16]2)[O:14][CH2:13][C@@H:12]1[CH:21]=[N:4][OH:1]. The yield is 0.990. (2) The reactants are C([NH:5][S:6]([C:9]1[CH:14]=[CH:13][C:12]([C:15]2[N:16]=[CH:17][N:18]([C:20]3[N:25]=[C:24]([C:26]([F:29])([F:28])[F:27])[CH:23]=[C:22]([C:30]4[CH:35]=[CH:34][C:33]([Cl:36])=[CH:32][CH:31]=4)[N:21]=3)[CH:19]=2)=[CH:11][CH:10]=1)(=[O:8])=[O:7])(C)(C)C.C(O)(C(F)(F)F)=O. The catalyst is ClCCl. The product is [Cl:36][C:33]1[CH:32]=[CH:31][C:30]([C:22]2[CH:23]=[C:24]([C:26]([F:27])([F:28])[F:29])[N:25]=[C:20]([N:18]3[CH:19]=[C:15]([C:12]4[CH:13]=[CH:14][C:9]([S:6]([NH2:5])(=[O:7])=[O:8])=[CH:10][CH:11]=4)[N:16]=[CH:17]3)[N:21]=2)=[CH:35][CH:34]=1. The yield is 0.100. (3) The reactants are [CH2:1]([N:8]1[CH2:11][CH:10]([S:12]C(=O)C)[CH2:9]1)[C:2]1[CH:7]=[CH:6][CH:5]=[CH:4][CH:3]=1.[OH-].[Na+].Cl. The catalyst is CO. The product is [CH2:1]([N:8]1[CH2:11][CH:10]([SH:12])[CH2:9]1)[C:2]1[CH:3]=[CH:4][CH:5]=[CH:6][CH:7]=1. The yield is 0.770. (4) The reactants are N(C[C@H]1CCNC[C@H]1O)=[N+]=[N-].C(N(CC)CC)C.FC1C([O:26][C:27]([C:29]2[N:30]=[N:31][C:32]([CH2:48][CH2:49][CH2:50][CH3:51])=[C:33]([C:35]3[CH:40]=[CH:39][C:38]([O:41][CH:42]4[CH2:47][CH2:46][CH2:45][CH2:44][CH2:43]4)=[CH:37][CH:36]=3)[CH:34]=2)=O)=C(F)C(F)=C(F)C=1F.CCOC(C)=O. The catalyst is COCCOC. The product is [CH2:48]([C:32]1[N:31]=[N:30][C:29]([CH:27]=[O:26])=[CH:34][C:33]=1[C:35]1[CH:36]=[CH:37][C:38]([O:41][CH:42]2[CH2:47][CH2:46][CH2:45][CH2:44][CH2:43]2)=[CH:39][CH:40]=1)[CH2:49][CH2:50][CH3:51]. The yield is 0.250. (5) The reactants are [CH3:1][O:2][C:3]1[CH:8]=[CH:7][N:6]=[C:5]([NH2:9])[CH:4]=1.C[Si](C)(C)[N-][Si](C)(C)C.[Li+].[C:20](O[C:20]([O:22][C:23]([CH3:26])([CH3:25])[CH3:24])=[O:21])([O:22][C:23]([CH3:26])([CH3:25])[CH3:24])=[O:21].O. The catalyst is C1COCC1. The product is [CH3:1][O:2][C:3]1[CH:8]=[CH:7][N:6]=[C:5]([NH:9][C:20](=[O:21])[O:22][C:23]([CH3:26])([CH3:25])[CH3:24])[CH:4]=1. The yield is 0.800. (6) The reactants are Br[C:2]1[CH:3]=[C:4]([N:22]([CH2:29][CH3:30])[CH:23]2[CH2:28][CH2:27][O:26][CH2:25][CH2:24]2)[C:5]([CH3:21])=[C:6]([CH:20]=1)[C:7]([NH:9][CH2:10][C:11]1[C:12](=[O:19])[NH:13][C:14]([CH3:18])=[CH:15][C:16]=1[CH3:17])=[O:8].[CH3:31][N:32]([CH2:34][C:35]1[CH:40]=[CH:39][C:38](B(O)O)=[CH:37][CH:36]=1)[CH3:33].C([O-])([O-])=O.[Na+].[Na+]. The catalyst is O1CCOCC1.O.C1C=CC([P]([Pd]([P](C2C=CC=CC=2)(C2C=CC=CC=2)C2C=CC=CC=2)([P](C2C=CC=CC=2)(C2C=CC=CC=2)C2C=CC=CC=2)[P](C2C=CC=CC=2)(C2C=CC=CC=2)C2C=CC=CC=2)(C2C=CC=CC=2)C2C=CC=CC=2)=CC=1. The product is [CH3:17][C:16]1[CH:15]=[C:14]([CH3:18])[NH:13][C:12](=[O:19])[C:11]=1[CH2:10][NH:9][C:7]([C:6]1[CH:20]=[C:2]([C:38]2[CH:39]=[CH:40][C:35]([CH2:34][N:32]([CH3:33])[CH3:31])=[CH:36][CH:37]=2)[CH:3]=[C:4]([N:22]([CH2:29][CH3:30])[CH:23]2[CH2:28][CH2:27][O:26][CH2:25][CH2:24]2)[C:5]=1[CH3:21])=[O:8]. The yield is 0.538. (7) The reactants are C(N(C(C)C)CC)(C)C.[NH2:10][C:11]1[CH:19]=[CH:18][CH:17]=[C:16]([CH3:20])[C:12]=1[C:13]([OH:15])=[O:14].[C:21]1([C:31](Cl)=O)[C:30]2[C:25](=[CH:26][CH:27]=[CH:28][CH:29]=2)[CH:24]=[CH:23][CH:22]=1.CN(C(ON1N=NC2C=CC=NC1=2)=[N+](C)C)C.F[P-](F)(F)(F)(F)F. No catalyst specified. The product is [CH3:20][C:16]1[C:12]2[C:13](=[O:15])[O:14][C:31]([C:21]3[C:30]4[C:25](=[CH:26][CH:27]=[CH:28][CH:29]=4)[CH:24]=[CH:23][CH:22]=3)=[N:10][C:11]=2[CH:19]=[CH:18][CH:17]=1. The yield is 0.910. (8) The reactants are [NH2:1][C:2]1[S:3][CH:4]=[C:5]([CH2:7][O:8]/[N:9]=[C:10](/[C:16]2[CH:21]=[CH:20][CH:19]=[CH:18][CH:17]=2)\[C:11](=[NH:15])[N:12]([OH:14])[CH3:13])[N:6]=1.C(N(CC)CC)C.Cl[C:30](OC1C=CC(F)=CC=1)=[O:31]. The catalyst is CN(C=O)C. The product is [NH2:1][C:2]1[S:3][CH:4]=[C:5]([CH2:7][O:8]/[N:9]=[C:10](/[C:16]2[CH:21]=[CH:20][CH:19]=[CH:18][CH:17]=2)\[C:11]2[N:12]([CH3:13])[O:14][C:30](=[O:31])[N:15]=2)[N:6]=1. The yield is 0.960. (9) The reactants are [CH2:1]([C@H:8]1[CH2:12][O:11][C:10](=[O:13])[N:9]1[C:14](=[O:23])[CH2:15][C:16]1[CH:21]=[CH:20][C:19]([F:22])=[CH:18][CH:17]=1)[C:2]1[CH:7]=[CH:6][CH:5]=[CH:4][CH:3]=1.IC.[CH3:26][Si]([N-][Si](C)(C)C)(C)C.[Na+]. The catalyst is C1COCC1. The product is [CH2:1]([C@H:8]1[CH2:12][O:11][C:10](=[O:13])[N:9]1[C:14](=[O:23])[C@H:15]([C:16]1[CH:17]=[CH:18][C:19]([F:22])=[CH:20][CH:21]=1)[CH3:26])[C:2]1[CH:7]=[CH:6][CH:5]=[CH:4][CH:3]=1. The yield is 0.490. (10) The reactants are Br[CH2:2][C:3]([C:5]1[CH:12]=[CH:11][C:8]([C:9]#[N:10])=[CH:7][CH:6]=1)=O.[S-:13][C:14]#[N:15].[Na+].[CH3:17][O:18][C:19](=[O:30])[C@H:20]([CH2:22][C:23]1[CH:28]=[CH:27][C:26]([OH:29])=[CH:25][CH:24]=1)[NH2:21]. The catalyst is C(O)C. The product is [C:9]([C:8]1[CH:11]=[CH:12][C:5]([C:3]2[N:15]=[C:14]([NH:21][C@@H:20]([CH2:22][C:23]3[CH:24]=[CH:25][C:26]([OH:29])=[CH:27][CH:28]=3)[C:19]([O:18][CH3:17])=[O:30])[S:13][CH:2]=2)=[CH:6][CH:7]=1)#[N:10]. The yield is 0.530.